From a dataset of Forward reaction prediction with 1.9M reactions from USPTO patents (1976-2016). Predict the product of the given reaction. (1) The product is: [NH2:1][C:2]1[C:7]([C:8]([O:10][C:11]([CH3:14])([CH3:13])[CH3:12])=[O:9])=[C:6]([NH2:15])[C:5]([C:8]([O:10][CH3:11])=[O:9])=[C:4]([O:17][CH2:18][CH3:19])[N:3]=1. Given the reactants [NH2:1][C:2]1[C:7]([C:8]([O:10][C:11]([CH3:14])([CH3:13])[CH3:12])=[O:9])=[C:6]([NH2:15])[C:5](Br)=[C:4]([O:17][CH2:18][CH3:19])[N:3]=1, predict the reaction product. (2) Given the reactants [Br:1][C:2]1[CH:7]=[CH:6][C:5]([CH2:8][OH:9])=[CH:4][C:3]=1[CH3:10].[O:11]1[CH:16]=[CH:15][CH2:14][CH2:13][CH2:12]1.C1(C)C=CC(S([O-])(=O)=O)=CC=1.[NH+]1C=CC=CC=1, predict the reaction product. The product is: [Br:1][C:2]1[CH:7]=[CH:6][C:5]([CH2:8][O:9][CH:12]2[CH2:13][CH2:14][CH2:15][CH2:16][O:11]2)=[CH:4][C:3]=1[CH3:10]. (3) Given the reactants [N+:1]([C:4]1[CH:9]=[CH:8][CH:7]=[CH:6][C:5]=1[CH2:10][C:11]([O:13][CH3:14])=[O:12])([O-])=O.[C:15](OC(=O)C)(=[O:17])[CH3:16], predict the reaction product. The product is: [C:15]([NH:1][C:4]1[CH:9]=[CH:8][CH:7]=[CH:6][C:5]=1[CH2:10][C:11]([O:13][CH3:14])=[O:12])(=[O:17])[CH3:16]. (4) Given the reactants [C:1]1([S:7]([C:10]2[CH:19]=[C:18]3[C:13]([CH2:14][CH2:15][CH:16]([CH2:20][NH:21][C:22]([C@H:24]([O:26]C(=O)C)[CH3:25])=[O:23])[O:17]3)=[CH:12][CH:11]=2)(=[O:9])=[O:8])[CH:6]=[CH:5][CH:4]=[CH:3][CH:2]=1.O.[Li+].[OH-], predict the reaction product. The product is: [C:1]1([S:7]([C:10]2[CH:19]=[C:18]3[C:13]([CH2:14][CH2:15][C@H:16]([CH2:20][NH:21][C:22](=[O:23])[C@H:24]([OH:26])[CH3:25])[O:17]3)=[CH:12][CH:11]=2)(=[O:8])=[O:9])[CH:6]=[CH:5][CH:4]=[CH:3][CH:2]=1. (5) The product is: [CH3:13][C@@H:14]1[CH2:19][CH2:18][N:17]([C:20](=[O:24])[CH2:21][C:22]#[N:23])[CH2:16][C@@H:15]1[N:25]([CH3:26])[C:2]1[N:7]2[N:8]=[CH:9][N:10]=[C:6]2[N:5]=[C:4]([CH3:11])[CH:3]=1. Given the reactants Cl[C:2]1[N:7]2[N:8]=[CH:9][N:10]=[C:6]2[N:5]=[C:4]([CH3:11])[CH:3]=1.Cl.[CH3:13][C@@H:14]1[CH2:19][CH2:18][N:17]([C:20](=[O:24])[CH2:21][C:22]#[N:23])[CH2:16][C@@H:15]1[NH:25][CH3:26].C(=O)([O-])[O-].[K+].[K+], predict the reaction product. (6) Given the reactants B(F)(F)[F:2].N[C:6]1[CH:7]=[CH:8][CH:9]=[C:10]2[C:15]=1[CH:14]=[C:13]([Br:16])[CH:12]=[CH:11]2.C(ON=O)(C)(C)C, predict the reaction product. The product is: [Br:16][C:13]1[CH:12]=[CH:11][C:10]2[C:15](=[C:6]([F:2])[CH:7]=[CH:8][CH:9]=2)[CH:14]=1. (7) The product is: [CH2:13]([O:11][CH:8]1[CH2:9][CH2:10][C:5]2([O:4][CH2:3][CH2:2][O:1]2)[CH2:6][CH2:7]1)[CH2:14][CH3:15]. Given the reactants [O:1]1[C:5]2([CH2:10][CH2:9][CH:8]([OH:11])[CH2:7][CH2:6]2)[O:4][CH2:3][CH2:2]1.I[CH2:13][CH2:14][CH3:15], predict the reaction product. (8) Given the reactants [OH-].[NH4+:2].II.[F:5][C:6]1[CH:11]=[CH:10][C:9]([C:12]#[C:13][C:14]2[CH:15]=[N:16][CH:17]=[C:18]([CH:21]=2)[C:19]#[N:20])=[CH:8][C:7]=1[CH:22]=O, predict the reaction product. The product is: [C:22]([C:7]1[CH:8]=[C:9]([C:12]#[C:13][C:14]2[CH:15]=[N:16][CH:17]=[C:18]([CH:21]=2)[C:19]#[N:20])[CH:10]=[CH:11][C:6]=1[F:5])#[N:2]. (9) Given the reactants [CH2:1]([O:3][CH:4]=[CH2:5])[CH3:2].[F:6][C:7]([F:18])([F:17])[C:8](O[C:8](=[O:9])[C:7]([F:18])([F:17])[F:6])=[O:9].C([O-])(O)=O.[Na+], predict the reaction product. The product is: [CH2:4]([O:3][CH:1]=[CH:2][C:8](=[O:9])[C:7]([F:18])([F:17])[F:6])[CH3:5]. (10) Given the reactants Br[C:2]1[CH:7]=[CH:6][C:5]([S:8]([NH:11][C:12]2[CH:17]=[CH:16][C:15]([Cl:18])=[CH:14][C:13]=2[C:19]([C:21]2[CH:22]=[N:23][CH:24]=[CH:25][CH:26]=2)=[O:20])(=[O:10])=[O:9])=[CH:4][CH:3]=1.O.[O-]P([O-])([O-])=O.[K+].[K+].[K+].C1(P(C2C=CC=CC=2)C2C=CC3C(=CC=CC=3)C=2C2C3C(=CC=CC=3)C=CC=2P(C2C=CC=CC=2)C2C=CC=CC=2)C=CC=CC=1.[CH3:82][C@H:83]1[O:88][C@@H:87]([CH3:89])[CH2:86][NH:85][CH2:84]1, predict the reaction product. The product is: [Cl:18][C:15]1[CH:16]=[CH:17][C:12]([NH:11][S:8]([C:5]2[CH:6]=[CH:7][C:2]([N:85]3[CH2:84][C@H:83]([CH3:82])[O:88][C@H:87]([CH3:89])[CH2:86]3)=[CH:3][CH:4]=2)(=[O:10])=[O:9])=[C:13]([C:19]([C:21]2[CH:22]=[N:23][CH:24]=[CH:25][CH:26]=2)=[O:20])[CH:14]=1.